This data is from Forward reaction prediction with 1.9M reactions from USPTO patents (1976-2016). The task is: Predict the product of the given reaction. (1) Given the reactants [C:1]([C:3]1[C:4](=N)[O:5][C:6]2[C:11]([C:12]=1[C:13]1[CH:18]=[CH:17][CH:16]=[C:15]([N+:19]([O-:21])=[O:20])[CH:14]=1)=[CH:10][CH:9]=[C:8]1[N:22]([CH3:25])[CH:23]=[CH:24][C:7]=21)#[N:2].[OH-:27].[Na+], predict the reaction product. The product is: [C:1]([C:3]1[C:4](=[O:27])[O:5][C:6]2[C:11]([C:12]=1[C:13]1[CH:18]=[CH:17][CH:16]=[C:15]([N+:19]([O-:21])=[O:20])[CH:14]=1)=[CH:10][CH:9]=[C:8]1[N:22]([CH3:25])[CH:23]=[CH:24][C:7]=21)#[N:2]. (2) Given the reactants F[C:2]1[CH:9]=[CH:8][C:5]([CH:6]=[O:7])=[CH:4][CH:3]=1.[F:10][C:11]1[CH:12]=[C:13]([OH:18])[CH:14]=[C:15]([F:17])[CH:16]=1, predict the reaction product. The product is: [F:10][C:11]1[CH:12]=[C:13]([CH:14]=[C:15]([F:17])[CH:16]=1)[O:18][C:2]1[CH:9]=[CH:8][C:5]([CH:6]=[O:7])=[CH:4][CH:3]=1. (3) Given the reactants [NH2:1][C:2]1[CH:17]=[CH:16][C:5]2[N:6]=[C:7]([C:9]3[CH:14]=[CH:13][C:12]([NH2:15])=[CH:11][CH:10]=3)[NH:8][C:4]=2[CH:3]=1.[C:18]1([C:24]([OH:26])=O)[CH2:23][CH2:22][CH2:21][CH2:20]C=1, predict the reaction product. The product is: [C:18]1([C:24]([NH:1][C:2]2[CH:17]=[CH:16][C:5]3[NH:6][C:7]([C:9]4[CH:10]=[CH:11][C:12]([NH:15][C:24]([C:18]5[CH2:23][CH2:22][CH2:21][CH:20]=5)=[O:26])=[CH:13][CH:14]=4)=[N:8][C:4]=3[CH:3]=2)=[O:26])[CH2:20][CH2:21][CH2:22][CH:23]=1. (4) Given the reactants Br[C:2]1[C:7](=[O:8])[N:6]([CH2:9][C:10]([O:12]CC)=[O:11])[N:5]=[CH:4][C:3]=1[NH:15][C@@H:16]1[CH2:21][C@@H:20]2[CH2:22][C@@H:18]([C:19]2([CH3:24])[CH3:23])[C@H:17]1[CH3:25].[CH3:26][S-:27].[Na+].O1CCOCC1.[OH-].[Na+], predict the reaction product. The product is: [CH3:26][S:27][C:2]1[C:7](=[O:8])[N:6]([CH2:9][C:10]([OH:12])=[O:11])[N:5]=[CH:4][C:3]=1[NH:15][C@@H:16]1[CH2:21][C@@H:20]2[CH2:22][C@@H:18]([C:19]2([CH3:24])[CH3:23])[C@H:17]1[CH3:25]. (5) Given the reactants [CH2:1]([OH:5])[CH2:2][CH2:3][OH:4].S(=O)(=O)(O)O.[CH3:11][C:12]([C:14]1(C=O)[CH2:16][CH2:15]1)=[O:13].[Na].[C:20](=O)([O-])O.[Na+], predict the reaction product. The product is: [CH:14]1([C:12](=[O:13])[CH2:11][CH:20]2[O:5][CH2:1][CH2:2][CH2:3][O:4]2)[CH2:15][CH2:16]1. (6) Given the reactants [F:1][C:2]1[CH:22]=[C:21]([N+:23]([O-:25])=[O:24])[CH:20]=[CH:19][C:3]=1[O:4]C1C=CN=C2C=C(C3SC=CN=3)SC=12.Cl[C:27]1[CH:32]=[CH:31][N:30]=[C:29]2[CH:33]=[C:34]([C:36]3[N:37]([CH3:45])[C:38]([C:41]([O:43][CH3:44])=[O:42])=[CH:39][N:40]=3)[S:35][C:28]=12, predict the reaction product. The product is: [F:1][C:2]1[CH:22]=[C:21]([N+:23]([O-:25])=[O:24])[CH:20]=[CH:19][C:3]=1[O:4][C:27]1[CH:32]=[CH:31][N:30]=[C:29]2[CH:33]=[C:34]([C:36]3[N:37]([CH3:45])[C:38]([C:41]([O:43][CH3:44])=[O:42])=[CH:39][N:40]=3)[S:35][C:28]=12. (7) Given the reactants [C:1]([O:5][C:6]([NH:8][CH2:9][CH2:10][C:11]1[C:12]([O:30][CH3:31])=[N:13][C:14]([C:26]([F:29])([F:28])[F:27])=[CH:15][C:16]=1[CH2:17][O:18][Si](C(C)(C)C)(C)C)=[O:7])([CH3:4])([CH3:3])[CH3:2].[F-].C([N+](CCCC)(CCCC)CCCC)CCC, predict the reaction product. The product is: [C:1]([O:5][C:6]([NH:8][CH2:9][CH2:10][C:11]1[C:12]([O:30][CH3:31])=[N:13][C:14]([C:26]([F:27])([F:28])[F:29])=[CH:15][C:16]=1[CH2:17][OH:18])=[O:7])([CH3:3])([CH3:4])[CH3:2].